Dataset: Catalyst prediction with 721,799 reactions and 888 catalyst types from USPTO. Task: Predict which catalyst facilitates the given reaction. Reactant: [NH2:1][C:2]1[CH:9]=[CH:8][C:7]([Cl:10])=[CH:6][C:3]=1[C:4]#[N:5].CN(C1C=CC=CN=1)C.[C:20](Cl)(=[O:28])[O:21][C:22]1[CH:27]=[CH:26][CH:25]=[CH:24][CH:23]=1.O. Product: [Cl:10][C:7]1[CH:8]=[CH:9][C:2]([NH:1][C:20](=[O:28])[O:21][C:22]2[CH:27]=[CH:26][CH:25]=[CH:24][CH:23]=2)=[C:3]([C:4]#[N:5])[CH:6]=1. The catalyst class is: 44.